From a dataset of Reaction yield outcomes from USPTO patents with 853,638 reactions. Predict the reaction yield, written as a fraction of the theoretical maximum amount of product (1.0 means a 100% yield; for example, 0.34 means a 34% yield). The reactants are [F:1][C:2]1[CH:3]=[C:4]([C:29]2[C:30]([C:35]#[N:36])=[CH:31][CH:32]=[CH:33][CH:34]=2)[CH:5]=[CH:6][C:7]=1[CH2:8][C:9]1[C:10](=[O:28])[N:11]([C@H:21]2[CH2:26][CH2:25][C@H:24]([OH:27])[CH2:23][CH2:22]2)[C:12]2[N:13]([N:18]=[CH:19][N:20]=2)[C:14]=1[CH2:15][CH2:16][CH3:17].[N+](=[C:39]([CH3:45])[C:40]([O:42][CH2:43][CH3:44])=[O:41])=[N-]. The catalyst is C1(C)C=CC=CC=1.C([O-])(=O)C.[Rh+2].C([O-])(=O)C. The product is [C:35]([C:30]1[CH:31]=[CH:32][CH:33]=[CH:34][C:29]=1[C:4]1[CH:5]=[CH:6][C:7]([CH2:8][C:9]2[C:10](=[O:28])[N:11]([C@H:21]3[CH2:26][CH2:25][C@H:24]([O:27][CH:39]([CH3:45])[C:40]([O:42][CH2:43][CH3:44])=[O:41])[CH2:23][CH2:22]3)[C:12]3[N:13]([N:18]=[CH:19][N:20]=3)[C:14]=2[CH2:15][CH2:16][CH3:17])=[C:2]([F:1])[CH:3]=1)#[N:36]. The yield is 0.880.